Predict the reaction yield, written as a fraction of the theoretical maximum amount of product (1.0 means a 100% yield; for example, 0.34 means a 34% yield). From a dataset of Reaction yield outcomes from USPTO patents with 853,638 reactions. (1) The reactants are [OH:1][C:2]1[CH:3]=[CH:4][C:5]2[N:6]([C:8]([CH3:17])=[C:9]([NH:11][C:12]([CH:14]3[CH2:16][CH2:15]3)=[O:13])[N:10]=2)[CH:7]=1.F[C:19]1[CH:24]=[CH:23][C:22]([N+:25]([O-:27])=[O:26])=[CH:21][C:20]=1[F:28].C(=O)([O-])[O-].[Cs+].[Cs+].[Cl-].[NH4+]. The catalyst is CS(C)=O.C(OCC)(=O)C. The product is [F:28][C:20]1[CH:21]=[C:22]([N+:25]([O-:27])=[O:26])[CH:23]=[CH:24][C:19]=1[O:1][C:2]1[CH:3]=[CH:4][C:5]2[N:6]([C:8]([CH3:17])=[C:9]([NH:11][C:12]([CH:14]3[CH2:15][CH2:16]3)=[O:13])[N:10]=2)[CH:7]=1. The yield is 0.770. (2) The reactants are [CH2:1]([C:3](=[CH2:6])[CH:4]=[O:5])[CH3:2].[SH:7][C:8]1[CH:21]=[CH:20][CH:19]=[CH:18][C:9]=1[C:10]([C:12]1[CH:17]=[CH:16][CH:15]=[CH:14][CH:13]=1)=[O:11].C(N(CC)CC)C. The catalyst is C1COCC1.CCOCC. The product is [C:10]([C:9]1[CH:18]=[CH:19][CH:20]=[CH:21][C:8]=1[S:7][CH2:6][CH:3]([CH2:1][CH3:2])[CH:4]=[O:5])(=[O:11])[C:12]1[CH:17]=[CH:16][CH:15]=[CH:14][CH:13]=1. The yield is 0.640. (3) The reactants are [CH:1]([N:4]1[C:8]([C:9]2[N:18]=[C:17]3[N:11]([CH2:12][CH2:13][O:14][C:15]4[CH:22]=[C:21](OS(C(F)(F)F)(=O)=O)[N:20]=[CH:19][C:16]=43)[CH:10]=2)=[N:7][CH:6]=[N:5]1)([CH3:3])[CH3:2].[CH3:31][NH2:32].C1COCC1. The catalyst is CN1C(=O)CCC1.O. The product is [CH:1]([N:4]1[C:8]([C:9]2[N:18]=[C:17]3[C:16]4[CH:19]=[N:20][C:21]([NH:32][CH3:31])=[CH:22][C:15]=4[O:14][CH2:13][CH2:12][N:11]3[CH:10]=2)=[N:7][CH:6]=[N:5]1)([CH3:3])[CH3:2]. The yield is 0.280. (4) The reactants are [Si:1]([O:8][CH2:9][CH2:10][N:11]1[CH:15]=[C:14]([NH2:16])[CH:13]=[N:12]1)([C:4]([CH3:7])([CH3:6])[CH3:5])([CH3:3])[CH3:2].Br[C:18]1[C:19](=[O:26])[N:20]([CH3:25])[CH:21]=[C:22]([Br:24])[N:23]=1.C(=O)([O-])[O-].[Cs+].[Cs+].CC1(C)C2C(=C(P(C3C=CC=CC=3)C3C=CC=CC=3)C=CC=2)OC2C(P(C3C=CC=CC=3)C3C=CC=CC=3)=CC=CC1=2. The catalyst is C1C=CC(/C=C/C(/C=C/C2C=CC=CC=2)=O)=CC=1.C1C=CC(/C=C/C(/C=C/C2C=CC=CC=2)=O)=CC=1.C1C=CC(/C=C/C(/C=C/C2C=CC=CC=2)=O)=CC=1.[Pd].[Pd].O1CCOCC1. The product is [Br:24][C:22]1[N:23]=[C:18]([NH:16][C:14]2[CH:13]=[N:12][N:11]([CH2:10][CH2:9][O:8][Si:1]([C:4]([CH3:7])([CH3:5])[CH3:6])([CH3:3])[CH3:2])[CH:15]=2)[C:19](=[O:26])[N:20]([CH3:25])[CH:21]=1. The yield is 0.510. (5) The reactants are C([O:3][C:4]([CH:6]1[CH2:11][N:10]([CH2:12][C:13]2[CH:18]=[CH:17][CH:16]=[CH:15][CH:14]=2)[CH2:9][CH2:8][N:7]1[CH2:19][C:20]1[CH:25]=[CH:24][CH:23]=[CH:22][CH:21]=1)=O)C.[H-].[H-].[H-].[H-].[Li+].[Al+3]. The catalyst is C1COCC1.CCOCC. The product is [CH2:19]([N:7]1[CH2:8][CH2:9][N:10]([CH2:12][C:13]2[CH:18]=[CH:17][CH:16]=[CH:15][CH:14]=2)[CH2:11][CH:6]1[CH2:4][OH:3])[C:20]1[CH:21]=[CH:22][CH:23]=[CH:24][CH:25]=1. The yield is 0.940. (6) The reactants are [OH:1][C:2]1[C:7]2[N:8]=[CH:9][O:10][C:6]=2[CH:5]=[CH:4][CH:3]=1.[C:11]([O-])([O-])=O.[K+].[K+].IC. The catalyst is CC(C)=O. The product is [CH3:11][O:1][C:2]1[C:7]2[N:8]=[CH:9][O:10][C:6]=2[CH:5]=[CH:4][CH:3]=1. The yield is 0.910.